Dataset: Catalyst prediction with 721,799 reactions and 888 catalyst types from USPTO. Task: Predict which catalyst facilitates the given reaction. (1) Reactant: [P:1]([O:19][C@@:20]([C:36]1[CH:41]=[CH:40][C:39]([F:42])=[CH:38][C:37]=1[F:43])([C@H:27]([C:29]1[C:34]([F:35])=[CH:33][N:32]=[CH:31][N:30]=1)[CH3:28])[CH2:21][N:22]1[CH:26]=[N:25][CH:24]=[N:23]1)([O:11]CC1C=CC=CC=1)([O:3]CC1C=CC=CC=1)=[O:2]. Product: [P:1]([OH:11])([OH:3])([O:19][C@@:20]([C:36]1[CH:41]=[CH:40][C:39]([F:42])=[CH:38][C:37]=1[F:43])([C@H:27]([C:29]1[C:34]([F:35])=[CH:33][N:32]=[CH:31][N:30]=1)[CH3:28])[CH2:21][N:22]1[CH:26]=[N:25][CH:24]=[N:23]1)=[O:2]. The catalyst class is: 105. (2) The catalyst class is: 6. Product: [CH2:8]([C:5]1[CH:4]=[N:3][C:2]([NH:13][C@H:14]2[CH2:18][CH2:17][C@@H:16]([C:19]([OH:21])=[O:20])[CH2:15]2)=[N:7][CH:6]=1)[CH2:9][CH2:10][CH2:11][CH3:12]. Reactant: Cl[C:2]1[N:7]=[CH:6][C:5]([CH2:8][CH2:9][CH2:10][CH2:11][CH3:12])=[CH:4][N:3]=1.[NH2:13][C@H:14]1[CH2:18][CH2:17][C@@H:16]([C:19]([OH:21])=[O:20])[CH2:15]1.C(=O)([O-])[O-].[K+].[K+].CS(C)=O. (3) Reactant: CC1(C)C(C)(C)OB([C:9]2[CH2:14][CH2:13][CH:12]([C:15]([F:18])([F:17])[F:16])[CH2:11][CH:10]=2)O1.Br[C:21]1[C:26]([F:27])=[CH:25][N:24]=[C:23]([CH2:28][N:29]2[C:37](=[O:38])[C:36]3[C:31](=[CH:32][CH:33]=[CH:34][CH:35]=3)[C:30]2=[O:39])[CH:22]=1.C(=O)([O-])[O-].[K+].[K+].O. Product: [F:27][C:26]1[C:21]([C:9]2[CH2:14][CH2:13][CH:12]([C:15]([F:16])([F:17])[F:18])[CH2:11][CH:10]=2)=[CH:22][C:23]([CH2:28][N:29]2[C:30](=[O:39])[C:31]3[C:36](=[CH:35][CH:34]=[CH:33][CH:32]=3)[C:37]2=[O:38])=[N:24][CH:25]=1. The catalyst class is: 439. (4) Reactant: [N:1]1[C:10]2[C:5](=[CH:6][CH:7]=[CH:8][CH:9]=2)[CH:4]=[C:3]([N:11]2[CH2:42][CH2:41][C:14]3([C:19](=[O:20])[N:18]([CH2:21][C:22]4[C:30]5[C:25](=[CH:26][CH:27]=[CH:28][CH:29]=5)[N:24](S(C5C=CC(C)=CC=5)(=O)=O)[CH:23]=4)[CH2:17][CH2:16][CH2:15]3)[CH2:13][CH2:12]2)[CH:2]=1.C([O-])([O-])=O.[Cs+].[Cs+]. Product: [NH:24]1[C:25]2[C:30](=[CH:29][CH:28]=[CH:27][CH:26]=2)[C:22]([CH2:21][N:18]2[CH2:17][CH2:16][CH2:15][C:14]3([CH2:13][CH2:12][N:11]([C:3]4[CH:2]=[N:1][C:10]5[C:5]([CH:4]=4)=[CH:6][CH:7]=[CH:8][CH:9]=5)[CH2:42][CH2:41]3)[C:19]2=[O:20])=[CH:23]1. The catalyst class is: 125. (5) Reactant: [CH2:1]([N:3]1[CH2:8][C:7]([CH3:10])([CH3:9])[O:6][C:5](=[O:11])[CH:4]1[CH2:12][C:13]([OH:15])=O)[CH3:2].C(N(C(C)C)CC)(C)C.CN(C(ON1N=NC2C=CC=NC1=2)=[N+](C)C)C.F[P-](F)(F)(F)(F)F.[CH3:49][N:50]1[C:58]2[C:53](=[CH:54][C:55]([NH2:59])=[CH:56][CH:57]=2)[CH:52]=[CH:51]1. Product: [CH2:1]([N:3]1[CH2:8][C:7]([CH3:9])([CH3:10])[O:6][C:5](=[O:11])[CH:4]1[CH2:12][C:13]([NH:59][C:55]1[CH:54]=[C:53]2[C:58](=[CH:57][CH:56]=1)[N:50]([CH3:49])[CH:51]=[CH:52]2)=[O:15])[CH3:2]. The catalyst class is: 3. (6) Reactant: C(O[C:4](=[O:20])[CH2:5][C:6]([O:17][CH2:18][CH3:19])=[N:7][C:8]1[CH:13]=[CH:12][CH:11]=[C:10]([O:14][CH3:15])[C:9]=1[CH3:16])C.CCOC(C)=O.CCCCCC. Product: [CH2:18]([O:17][C:6]1[CH:5]=[C:4]([OH:20])[C:13]2[C:8](=[C:9]([CH3:16])[C:10]([O:14][CH3:15])=[CH:11][CH:12]=2)[N:7]=1)[CH3:19]. The catalyst class is: 400.